Dataset: Catalyst prediction with 721,799 reactions and 888 catalyst types from USPTO. Task: Predict which catalyst facilitates the given reaction. (1) Reactant: [C:1]1(=O)[C:10]2[C:5](=[CH:6][CH:7]=[CH:8][CH:9]=2)[CH2:4][CH2:3][CH2:2]1.Cl.[NH2:13][OH:14].C([O-])(=O)C.[Na+].CO. Product: [OH:14]/[N:13]=[C:1]1\[CH2:2][CH2:3][CH2:4][C:5]2[C:10]\1=[CH:9][CH:8]=[CH:7][CH:6]=2. The catalyst class is: 6. (2) The catalyst class is: 1. Product: [Br:1][C:2]1[CH:7]=[CH:6][C:5]([C:11]2([OH:13])[CH2:12][O:9][CH2:10]2)=[CH:4][CH:3]=1. Reactant: [Br:1][C:2]1[CH:7]=[CH:6][C:5](I)=[CH:4][CH:3]=1.[O:9]1[CH2:12][C:11](=[O:13])[CH2:10]1.[Li]CCCC. (3) Reactant: [CH2:1]([N:8]1[CH:12]=[C:11]([CH3:13])[C:10]([C:14](OCC)=[O:15])=[N:9]1)[C:2]1[CH:7]=[CH:6][CH:5]=[CH:4][CH:3]=1.[H-].[H-].[H-].[H-].[Li+].[Al+3]. Product: [CH2:1]([N:8]1[CH:12]=[C:11]([CH3:13])[C:10]([CH2:14][OH:15])=[N:9]1)[C:2]1[CH:3]=[CH:4][CH:5]=[CH:6][CH:7]=1. The catalyst class is: 1. (4) Reactant: [Cl:1][C:2]1[C:7]([C:8](Cl)=[O:9])=[C:6]([Cl:11])[N:5]=[CH:4][N:3]=1.[CH2:12]([O:19][C:20]1[CH:37]=[CH:36][C:23]([NH:24][CH2:25][C@H:26]([O:28][Si:29]([C:32]([CH3:35])([CH3:34])[CH3:33])([CH3:31])[CH3:30])[CH3:27])=[CH:22][C:21]=1[F:38])[C:13]1[CH:18]=[CH:17][CH:16]=[CH:15][CH:14]=1.C(N(CC)CC)C. Product: [CH2:12]([O:19][C:20]1[CH:37]=[CH:36][C:23]([N:24]([CH2:25][C@H:26]([O:28][Si:29]([C:32]([CH3:35])([CH3:34])[CH3:33])([CH3:30])[CH3:31])[CH3:27])[C:8]([C:7]2[C:6]([Cl:11])=[N:5][CH:4]=[N:3][C:2]=2[Cl:1])=[O:9])=[CH:22][C:21]=1[F:38])[C:13]1[CH:14]=[CH:15][CH:16]=[CH:17][CH:18]=1. The catalyst class is: 1. (5) Reactant: [OH:1][C:2]1[CH:3]=[C:4]([C:9](=O)[CH3:10])[CH:5]=[C:6]([OH:8])[CH:7]=1.[H][H]. Product: [CH2:9]([C:4]1[CH:5]=[C:6]([OH:8])[CH:7]=[C:2]([OH:1])[CH:3]=1)[CH3:10]. The catalyst class is: 750.